Dataset: NCI-60 drug combinations with 297,098 pairs across 59 cell lines. Task: Regression. Given two drug SMILES strings and cell line genomic features, predict the synergy score measuring deviation from expected non-interaction effect. (1) Drug 1: C1=NC(=NC(=O)N1C2C(C(C(O2)CO)O)O)N. Drug 2: C1=NNC2=C1C(=O)NC=N2. Cell line: OVCAR-5. Synergy scores: CSS=35.6, Synergy_ZIP=-8.81, Synergy_Bliss=1.04, Synergy_Loewe=-30.8, Synergy_HSA=2.44. (2) Drug 1: C1=CC(=CC=C1CC(C(=O)O)N)N(CCCl)CCCl.Cl. Drug 2: C1=CC=C(C=C1)NC(=O)CCCCCCC(=O)NO. Cell line: PC-3. Synergy scores: CSS=8.63, Synergy_ZIP=-5.68, Synergy_Bliss=1.34, Synergy_Loewe=-0.143, Synergy_HSA=2.64.